Predict the product of the given reaction. From a dataset of Forward reaction prediction with 1.9M reactions from USPTO patents (1976-2016). (1) Given the reactants [CH3:1][C@@H:2]1[CH2:7][NH:6][CH2:5][CH2:4][NH:3]1.[F:8][C:9]1[CH:16]=[CH:15][C:12]([CH2:13]Br)=[CH:11][CH:10]=1.C(=O)(O)[O-].[Na+], predict the reaction product. The product is: [F:8][C:9]1[CH:16]=[CH:15][C:12]([CH2:13][N:6]2[CH2:5][CH2:4][NH:3][C@H:2]([CH3:1])[CH2:7]2)=[CH:11][CH:10]=1. (2) Given the reactants [Cl:1][C:2]1[CH:3]=[C:4]([C:9](=O)[CH3:10])[CH:5]=[C:6]([Cl:8])[CH:7]=1.[CH3:12][C:13]([S@@:16]([NH2:18])=[O:17])([CH3:15])[CH3:14].C(OCC)(=O)C, predict the reaction product. The product is: [Cl:1][C:2]1[CH:3]=[C:4](/[C:9](=[N:18]/[S@:16]([C:13]([CH3:15])([CH3:14])[CH3:12])=[O:17])/[CH3:10])[CH:5]=[C:6]([Cl:8])[CH:7]=1. (3) Given the reactants [CH3:1][C:2]1[C:6]([CH2:7][N:8]2[CH:12]=[C:11]([N:13]3[C:17](=[O:18])[CH2:16][NH:15][C:14]3=[O:19])[CH:10]=[N:9]2)=[C:5]([CH3:20])[O:4][N:3]=1.BrCC1C=CC=C(CBr)C=1.C(=O)([O-])[O-].[Cs+].[Cs+].Br[CH2:38][C:39]1[CH:40]=[C:41]([CH:63]=[CH:64][CH:65]=1)[CH2:42][N:43]1[CH2:47]C(=O)N(C2C=NN(CC3C(C)=NOC=3C)C=2)[C:44]1=O.CNC.[H-].[Na+], predict the reaction product. The product is: [CH3:44][N:43]([CH2:42][C:41]1[CH:40]=[C:39]([CH:65]=[CH:64][CH:63]=1)[CH2:38][N:15]1[CH2:16][C:17](=[O:18])[N:13]([C:11]2[CH:10]=[N:9][N:8]([CH2:7][C:6]3[C:2]([CH3:1])=[N:3][O:4][C:5]=3[CH3:20])[CH:12]=2)[C:14]1=[O:19])[CH3:47]. (4) Given the reactants [C:1]1([CH2:11][C:12]([OH:14])=O)[C:10]2[C:5](=[CH:6][CH:7]=[CH:8][CH:9]=2)[CH:4]=[CH:3][CH:2]=1.[N:15]1([C:20]2[S:21][CH:22]=[CH:23][C:24]=2[NH2:25])[CH:19]=[CH:18][N:17]=[CH:16]1.CN1CCOCC1.CN(C=O)C, predict the reaction product. The product is: [N:15]1([C:20]2[S:21][CH:22]=[CH:23][C:24]=2[NH:25][C:12](=[O:14])[CH2:11][C:1]2[C:10]3[C:5](=[CH:6][CH:7]=[CH:8][CH:9]=3)[CH:4]=[CH:3][CH:2]=2)[CH:19]=[CH:18][N:17]=[CH:16]1. (5) Given the reactants C([O:4][CH2:5][C:6]([N:8]([C:30]1[CH:35]=[CH:34][C:33]([Cl:36])=[CH:32][CH:31]=1)[C@H:9]1[C:18]2[C:13](=[CH:14][CH:15]=[CH:16][CH:17]=2)[N:12]([C:19](=[O:28])[C:20]2[CH:25]=[CH:24][C:23]([O:26][CH3:27])=[CH:22][CH:21]=2)[C@@H:11]([CH3:29])[CH2:10]1)=[O:7])(=O)C.C(=O)([O-])[O-].[K+].[K+], predict the reaction product. The product is: [Cl:36][C:33]1[CH:34]=[CH:35][C:30]([N:8]([C@H:9]2[C:18]3[C:13](=[CH:14][CH:15]=[CH:16][CH:17]=3)[N:12]([C:19](=[O:28])[C:20]3[CH:21]=[CH:22][C:23]([O:26][CH3:27])=[CH:24][CH:25]=3)[C@@H:11]([CH3:29])[CH2:10]2)[C:6](=[O:7])[CH2:5][OH:4])=[CH:31][CH:32]=1. (6) Given the reactants [C:1]([C:3]1[CH:8]=[C:7]([N:9]2[CH:13]=[N:12][N:11]=[N:10]2)[CH:6]=[CH:5][C:4]=1[CH2:14][C:15]([N:17]1[CH2:22][CH2:21][N:20](C(OC(C)(C)C)=O)[CH2:19][CH2:18]1)=[O:16])#[N:2].Cl.CCO.C([O-])([O-])=O.[Na+].[Na+], predict the reaction product. The product is: [O:16]=[C:15]([N:17]1[CH2:18][CH2:19][NH:20][CH2:21][CH2:22]1)[CH2:14][C:4]1[CH:5]=[CH:6][C:7]([N:9]2[CH:13]=[N:12][N:11]=[N:10]2)=[CH:8][C:3]=1[C:1]#[N:2]. (7) Given the reactants [CH3:1][O:2][C:3](=[O:20])[C:4]1[CH:9]=[CH:8][C:7]([CH3:10])=[C:6]([N:11]2[C:16](=[O:17])[CH:15]=[C:14]([OH:18])[N:13]=[C:12]2[CH3:19])[CH:5]=1.[CH3:21][C:22]1[CH:23]=[C:24]([CH:27]=[CH:28][CH:29]=1)[CH2:25]Br.C(=O)([O-])[O-].[K+].[K+].C1OCCOCCOCCOCCOCCOC1, predict the reaction product. The product is: [CH3:1][O:2][C:3](=[O:20])[C:4]1[CH:9]=[CH:8][C:7]([CH3:10])=[C:6]([N:11]2[C:16](=[O:17])[CH:15]=[C:14]([O:18][CH2:21][C:22]3[CH:29]=[CH:28][CH:27]=[C:24]([CH3:25])[CH:23]=3)[N:13]=[C:12]2[CH3:19])[CH:5]=1.